From a dataset of Full USPTO retrosynthesis dataset with 1.9M reactions from patents (1976-2016). Predict the reactants needed to synthesize the given product. (1) Given the product [CH:53]1([C@@H:56]([C:58]2[CH:63]=[CH:62][CH:61]=[CH:60][CH:59]=2)[NH:57][C:14]([C:13]2[C:12]3[C:7](=[CH:8][CH:9]=[CH:10][CH:11]=3)[N:6]=[C:5]([C:17]3[CH:18]=[CH:19][CH:20]=[CH:21][CH:22]=3)[C:4]=2[S:3][CH3:2])=[O:15])[CH2:54][CH2:55]1, predict the reactants needed to synthesize it. The reactants are: Cl.[CH3:2][S:3][C:4]1[C:5]([C:17]2[CH:22]=[CH:21][CH:20]=[CH:19][CH:18]=2)=[N:6][C:7]2[C:12]([C:13]=1[C:14](O)=[O:15])=[CH:11][CH:10]=[CH:9][CH:8]=2.C1C=C2N=NN(O)C2=CC=1.O.CN1CCOCC1.CCN=C=NCCCN(C)C.Cl.[CH:53]1([C@@H:56]([C:58]2[CH:63]=[CH:62][CH:61]=[CH:60][CH:59]=2)[NH2:57])[CH2:55][CH2:54]1. (2) Given the product [C:3]1([CH2:2][C:1]([O:10][CH2:11][Cl:12])=[O:9])[CH:8]=[CH:7][CH:6]=[CH:5][CH:4]=1, predict the reactants needed to synthesize it. The reactants are: [C:1]([O:10][CH2:11][Cl:12])(=[O:9])[CH2:2][CH2:3][CH2:4][CH2:5][CH2:6][CH2:7][CH3:8].C1(CC(O)=O)C=CC=CC=1.C(=O)([O-])O.[Na+].ClCOS(Cl)(=O)=O.